The task is: Regression. Given a peptide amino acid sequence and an MHC pseudo amino acid sequence, predict their binding affinity value. This is MHC class II binding data.. This data is from Peptide-MHC class II binding affinity with 134,281 pairs from IEDB. (1) The peptide sequence is PFNASDSVGQQIKVI. The MHC is DRB1_0901 with pseudo-sequence DRB1_0901. The binding affinity (normalized) is 0.339. (2) The peptide sequence is MGTVTTEVALGLVCA. The MHC is DRB1_0802 with pseudo-sequence DRB1_0802. The binding affinity (normalized) is 0. (3) The peptide sequence is LIGNGGAGGAGGVGA. The MHC is HLA-DQA10301-DQB10302 with pseudo-sequence HLA-DQA10301-DQB10302. The binding affinity (normalized) is 0.133. (4) The peptide sequence is TLSVTFIGAAPLILSY. The MHC is DRB1_0802 with pseudo-sequence DRB1_0802. The binding affinity (normalized) is 0. (5) The peptide sequence is AAASWDALAAELASA. The MHC is DRB3_0202 with pseudo-sequence DRB3_0202. The binding affinity (normalized) is 0.142. (6) The peptide sequence is AFKVAAHAANAAPAN. The MHC is DRB1_1001 with pseudo-sequence DRB1_1001. The binding affinity (normalized) is 0.818. (7) The peptide sequence is AEDVIPEGWKADTSY. The MHC is HLA-DPA10301-DPB10402 with pseudo-sequence HLA-DPA10301-DPB10402. The binding affinity (normalized) is 0.0790. (8) The peptide sequence is TLELLYADTVAFCFR. The MHC is DRB3_0101 with pseudo-sequence DRB3_0101. The binding affinity (normalized) is 0.562. (9) The peptide sequence is AVWGKNSCAKNYNCK. The MHC is DRB5_0101 with pseudo-sequence DRB5_0101. The binding affinity (normalized) is 0.328.